From a dataset of Reaction yield outcomes from USPTO patents with 853,638 reactions. Predict the reaction yield, written as a fraction of the theoretical maximum amount of product (1.0 means a 100% yield; for example, 0.34 means a 34% yield). (1) The reactants are O[C@@H:2]1[C@H:6]2[N:7]([C:9]([O:11][C:12]([CH3:15])([CH3:14])[CH3:13])=[O:10])[CH2:8][C@@H:3]1[O:4][CH2:5]2.C(N(S(F)(F)[F:22])CC)C. The catalyst is ClCCl. The product is [F:22][CH:2]1[C@H:6]2[N:7]([C:9]([O:11][C:12]([CH3:15])([CH3:14])[CH3:13])=[O:10])[CH2:8][C@@H:3]1[O:4][CH2:5]2. The yield is 0.310. (2) The reactants are [CH3:1][O:2][C:3]([C:5]1[CH:14]=[CH:13][C:12]2[C:7](=[CH:8][CH:9]=[C:10]([C:15]([CH2:18][CH3:19])=[CH:16][CH3:17])[CH:11]=2)[CH:6]=1)=[O:4].[C:20]1([CH3:27])[C:25]([OH:26])=[CH:24][CH:23]=[CH:22][CH:21]=1.B(F)(F)F.O(CC)CC. The catalyst is CCOC(C)=O. The product is [CH3:1][O:2][C:3]([C:5]1[CH:14]=[CH:13][C:12]2[C:7](=[CH:8][CH:9]=[C:10]([C:15]([CH2:18][CH3:19])([C:22]3[CH:23]=[CH:24][C:25]([OH:26])=[C:20]([CH3:27])[CH:21]=3)[CH2:16][CH3:17])[CH:11]=2)[CH:6]=1)=[O:4]. The yield is 0.870. (3) The reactants are CN(C(ON1N=NC2C=CC=NC1=2)=[N+](C)C)C.F[P-](F)(F)(F)(F)F.[NH:25]([C:27](=[O:37])[CH2:28][NH:29][C:30](=[O:36])[O:31][C:32]([CH3:35])([CH3:34])[CH3:33])[NH2:26].[CH2:38]([O:45][N:46]1[C:52](=[O:53])[N:51]2[CH2:54][C@H:47]1[CH2:48][CH2:49][C@H:50]2[C:55](O)=[O:56])[C:39]1[CH:44]=[CH:43][CH:42]=[CH:41][CH:40]=1.CCN(C(C)C)C(C)C. The catalyst is C(Cl)Cl. The product is [CH2:38]([O:45][N:46]1[C:52](=[O:53])[N:51]2[CH2:54][C@H:47]1[CH2:48][CH2:49][C@H:50]2[C:55]([NH:26][NH:25][C:27](=[O:37])[CH2:28][NH:29][C:30](=[O:36])[O:31][C:32]([CH3:33])([CH3:34])[CH3:35])=[O:56])[C:39]1[CH:40]=[CH:41][CH:42]=[CH:43][CH:44]=1. The yield is 0.620. (4) The reactants are [NH2:1][C:2]1[N:7]=[CH:6][N:5]=[C:4]([N:8]2[CH2:13][CH2:12][N:11]([CH:14]([CH:17]3[CH2:22][CH2:21][CH2:20][CH2:19][CH2:18]3)[C:15]#[N:16])[CH2:10][CH2:9]2)[C:3]=1[CH2:23][CH3:24].[Li]. The catalyst is C1COCC1. The product is [NH2:16][CH2:15][CH:14]([N:11]1[CH2:12][CH2:13][N:8]([C:4]2[N:5]=[CH:6][N:7]=[C:2]([NH2:1])[C:3]=2[CH2:23][CH3:24])[CH2:9][CH2:10]1)[CH:17]1[CH2:22][CH2:21][CH2:20][CH2:19][CH2:18]1. The yield is 0.472. (5) The reactants are [CH3:1][O:2][C:3]1[CH:4]=[C:5]2[O:9][C:8]([C:10]3[N:11]=[C:12]4[CH:17]=[CH:16][C:15]([CH3:18])=[N:14][N:13]4[CH:19]=3)=[CH:7][C:6]2=[C:20]([OH:22])[CH:21]=1.Br[CH2:24][C:25]1[N:26]=[C:27]([C:30]2([F:36])[CH2:35][CH2:34][O:33][CH2:32][CH2:31]2)[S:28][CH:29]=1.C(=O)([O-])[O-].[K+].[K+]. The catalyst is CN(C=O)C.ClCCl. The product is [F:36][C:30]1([C:27]2[S:28][CH:29]=[C:25]([CH2:24][O:22][C:20]3[C:6]4[CH:7]=[C:8]([C:10]5[N:11]=[C:12]6[CH:17]=[CH:16][C:15]([CH3:18])=[N:14][N:13]6[CH:19]=5)[O:9][C:5]=4[CH:4]=[C:3]([O:2][CH3:1])[CH:21]=3)[N:26]=2)[CH2:35][CH2:34][O:33][CH2:32][CH2:31]1. The yield is 0.710.